This data is from Catalyst prediction with 721,799 reactions and 888 catalyst types from USPTO. The task is: Predict which catalyst facilitates the given reaction. (1) Reactant: C[Si]([N-][Si](C)(C)C)(C)C.[K+].[Cl:11][C:12]1[N:16]([C:17]2[CH:22]=[CH:21][C:20]([O:23][CH3:24])=[CH:19][CH:18]=2)[C:15]([C:25](OCC)=[O:26])=[C:14]([NH:30][C:31](=[O:40])[CH2:32][C:33]2[CH:38]=[CH:37][CH:36]=[CH:35][C:34]=2[F:39])[CH:13]=1. Product: [Cl:11][C:12]1[N:16]([C:17]2[CH:22]=[CH:21][C:20]([O:23][CH3:24])=[CH:19][CH:18]=2)[C:15]2[C:25]([OH:26])=[C:32]([C:33]3[CH:38]=[CH:37][CH:36]=[CH:35][C:34]=3[F:39])[C:31](=[O:40])[NH:30][C:14]=2[CH:13]=1. The catalyst class is: 1. (2) Reactant: CS(O[CH:6]([CH3:29])[CH2:7][CH2:8][C@H:9]1[CH2:14][CH2:13][C@H:12]([N:15]2[CH:23]=[C:22]3[C:17]([CH:18]=[C:19]([O:24][CH2:25][CH:26]4[CH2:28][CH2:27]4)[CH:20]=[CH:21]3)=[N:16]2)[CH2:11][CH2:10]1)(=O)=O.[N-:30]=[N+:31]=[N-:32].[Na+]. Product: [N:30]([CH:6]([CH3:29])[CH2:7][CH2:8][C@H:9]1[CH2:14][CH2:13][C@H:12]([N:15]2[CH:23]=[C:22]3[C:17]([CH:18]=[C:19]([O:24][CH2:25][CH:26]4[CH2:28][CH2:27]4)[CH:20]=[CH:21]3)=[N:16]2)[CH2:11][CH2:10]1)=[N+:31]=[N-:32]. The catalyst class is: 3. (3) Reactant: [Br:1][C:2]1[C:7]([N+:8]([O-:10])=[O:9])=[CH:6][C:5]([OH:11])=[C:4]([CH:12]2[CH2:16][CH2:15][CH2:14][CH2:13]2)[CH:3]=1.[C:17]([O-])([O-])=O.[Cs+].[Cs+].IC. Product: [Br:1][C:2]1[CH:3]=[C:4]([CH:12]2[CH2:16][CH2:15][CH2:14][CH2:13]2)[C:5]([O:11][CH3:17])=[CH:6][C:7]=1[N+:8]([O-:10])=[O:9]. The catalyst class is: 3. (4) Reactant: [Br:1][C:2]1[CH:3]=[C:4]2[C:9](=[CH:10][CH:11]=1)[N:8]=[C:7]([NH:12][CH2:13][C:14]1[CH:19]=[CH:18][C:17]([O:20][CH3:21])=[CH:16][CH:15]=1)[C:6](I)=[CH:5]2.C(C1CCCCC1=O)(=O)C(C)C.[CH3:35][C@H:36]1[NH:41][C:40](=[O:42])[CH2:39][O:38][CH2:37]1.C(=O)([O-])[O-].[Cs+].[Cs+]. Product: [Br:1][C:2]1[CH:3]=[C:4]2[C:9](=[CH:10][CH:11]=1)[N:8]=[C:7]([NH:12][CH2:13][C:14]1[CH:19]=[CH:18][C:17]([O:20][CH3:21])=[CH:16][CH:15]=1)[C:6]([N:41]1[C@H:36]([CH3:35])[CH2:37][O:38][CH2:39][C:40]1=[O:42])=[CH:5]2. The catalyst class is: 122. (5) Reactant: C([Mg]Cl)(C)C.Br[C:7]1[C:11]([Br:12])=[CH:10][S:9][CH:8]=1.Cl[C:14]([O:16][CH3:17])=[O:15]. Product: [CH3:17][O:16][C:14]([C:7]1[C:11]([Br:12])=[CH:10][S:9][CH:8]=1)=[O:15]. The catalyst class is: 1.